Task: Predict the reactants needed to synthesize the given product.. Dataset: Full USPTO retrosynthesis dataset with 1.9M reactions from patents (1976-2016) Given the product [F:33][C:34]1[CH:39]=[CH:38][C:37]([C:2]2[CH:3]=[CH:4][C:5]3[N:9]=[C:8]([C:10]4[CH:14]=[C:13]([CH3:15])[N:12]([CH2:16][C:17]5[CH:22]=[CH:21][C:20]([CH3:23])=[CH:19][CH:18]=5)[N:11]=4)[NH:7][C:6]=3[CH:32]=2)=[CH:36][CH:35]=1, predict the reactants needed to synthesize it. The reactants are: Br[C:2]1[CH:3]=[CH:4][C:5]2[N:9]=[C:8]([C:10]3[CH:14]=[C:13]([CH3:15])[N:12]([CH2:16][C:17]4[CH:22]=[CH:21][C:20]([CH3:23])=[CH:19][CH:18]=4)[N:11]=3)[N:7](COCC[Si](C)(C)C)[C:6]=2[CH:32]=1.[F:33][C:34]1[CH:39]=[CH:38][C:37](B(O)O)=[CH:36][CH:35]=1.C(=O)([O-])[O-].[Na+].[Na+].O=O.